From a dataset of Full USPTO retrosynthesis dataset with 1.9M reactions from patents (1976-2016). Predict the reactants needed to synthesize the given product. The reactants are: [N+:1]([CH:4]1[CH:18]([C:19]2[CH:24]=[C:23]([F:25])[C:22]([F:26])=[CH:21][C:20]=2[F:27])[CH2:17][C:7]2[N:8]=[C:9]3[CH:14]=[C:13]([C:15]#[N:16])[CH:12]=[CH:11][N:10]3[C:6]=2[CH2:5]1)([O-])=O.[NH4+].[Cl-]. Given the product [NH2:1][CH:4]1[CH:18]([C:19]2[CH:24]=[C:23]([F:25])[C:22]([F:26])=[CH:21][C:20]=2[F:27])[CH2:17][C:7]2[N:8]=[C:9]3[CH:14]=[C:13]([C:15]#[N:16])[CH:12]=[CH:11][N:10]3[C:6]=2[CH2:5]1, predict the reactants needed to synthesize it.